From a dataset of Peptide-MHC class II binding affinity with 134,281 pairs from IEDB. Regression. Given a peptide amino acid sequence and an MHC pseudo amino acid sequence, predict their binding affinity value. This is MHC class II binding data. (1) The peptide sequence is VSEALRIIAGTLEVH. The MHC is DRB1_1101 with pseudo-sequence DRB1_1101. The binding affinity (normalized) is 0.0919. (2) The peptide sequence is GMTGCGNTPIFKSGR. The MHC is HLA-DQA10102-DQB10602 with pseudo-sequence HLA-DQA10102-DQB10602. The binding affinity (normalized) is 0.0343. (3) The peptide sequence is SPGDLQTLALEVARQKRG. The MHC is H-2-IAk with pseudo-sequence H-2-IAk. The binding affinity (normalized) is 0.217. (4) The peptide sequence is NSCAKNYNCKILPNT. The MHC is HLA-DQA10101-DQB10501 with pseudo-sequence HLA-DQA10101-DQB10501. The binding affinity (normalized) is 0. (5) The peptide sequence is RQYLQASTSLLYTKNP. The binding affinity (normalized) is 0.440. The MHC is H-2-IAb with pseudo-sequence H-2-IAb. (6) The peptide sequence is GKWYLKAMTADQEVPE. The MHC is DRB5_0101 with pseudo-sequence DRB5_0101. The binding affinity (normalized) is 0.369. (7) The peptide sequence is AAATAGTTVYTAFAA. The MHC is HLA-DQA10102-DQB10602 with pseudo-sequence HLA-DQA10102-DQB10602. The binding affinity (normalized) is 0.676. (8) The peptide sequence is PFTVRYTTEGGTKTE. The MHC is DRB3_0202 with pseudo-sequence DRB3_0202. The binding affinity (normalized) is 0.0447. (9) The peptide sequence is GELQIVDKIDAAFFI. The MHC is DRB3_0202 with pseudo-sequence DRB3_0202. The binding affinity (normalized) is 0.234.